From a dataset of CYP2C19 inhibition data for predicting drug metabolism from PubChem BioAssay. Regression/Classification. Given a drug SMILES string, predict its absorption, distribution, metabolism, or excretion properties. Task type varies by dataset: regression for continuous measurements (e.g., permeability, clearance, half-life) or binary classification for categorical outcomes (e.g., BBB penetration, CYP inhibition). Dataset: cyp2c19_veith. (1) The compound is CCOC(=O)c1c(C)nc2c(c1-c1ccccc1)C(=O)CC(C)(C)C2. The result is 1 (inhibitor). (2) The result is 1 (inhibitor). The compound is COc1ccc(COc2ccsc2C(=O)Nc2ccc(Cl)c(Cl)c2)cc1. (3) The molecule is CN(C)CCn1c(C(=O)O)cc2ccccc21.Cl. The result is 0 (non-inhibitor).